From a dataset of Cav3 T-type calcium channel HTS with 100,875 compounds. Binary Classification. Given a drug SMILES string, predict its activity (active/inactive) in a high-throughput screening assay against a specified biological target. (1) The drug is S(=O)(=O)(N1CCOCC1)c1cc(n2nnnc2)ccc1. The result is 0 (inactive). (2) The drug is S(O)(=O)(=O)c1cc(c(O)cc1)C(O)=O. The result is 0 (inactive).